From a dataset of Reaction yield outcomes from USPTO patents with 853,638 reactions. Predict the reaction yield, written as a fraction of the theoretical maximum amount of product (1.0 means a 100% yield; for example, 0.34 means a 34% yield). (1) The reactants are [CH3:1][O:2][C:3]1[CH:4]=[C:5]([CH:8]=[C:9]([O:11][CH3:12])[CH:10]=1)[CH:6]=[O:7].Br[C:14]1[CH:19]=[C:18]([O:20][CH3:21])[CH:17]=[C:16]([O:22][CH3:23])[CH:15]=1.C([Li])CCC.O1C2C=CC(C(C3C=C(OC)C=C(OC)C=3)O)=CC=2OCC1. No catalyst specified. The product is [CH3:12][O:11][C:9]1[CH:8]=[C:5]([CH:6]([C:14]2[CH:19]=[C:18]([O:20][CH3:21])[CH:17]=[C:16]([O:22][CH3:23])[CH:15]=2)[OH:7])[CH:4]=[C:3]([O:2][CH3:1])[CH:10]=1. The yield is 0.860. (2) The reactants are [F:1][C:2]1[CH:3]=[C:4]([NH:8][C:9](=[O:14])[CH2:10][C:11](=O)[CH3:12])[CH:5]=[CH:6][CH:7]=1.S(=O)(=O)(O)O.[NH4+].[OH-]. The yield is 0.220. The catalyst is O. The product is [F:1][C:2]1[CH:3]=[C:4]2[C:5]([C:11]([CH3:12])=[CH:10][C:9]([OH:14])=[N:8]2)=[CH:6][CH:7]=1. (3) The catalyst is C(Cl)Cl. The yield is 0.940. The reactants are [N-:1]=[N+:2]=[N-:3].[Na+].[CH3:5][C:6]1[O:7][C:8]([CH3:19])=[C:9]([CH:11]([C:13]2[CH:18]=[CH:17][CH:16]=[CH:15][CH:14]=2)O)[N:10]=1.C(O)(C(F)(F)F)=O. The product is [N:1]([CH:11]([C:13]1[CH:18]=[CH:17][CH:16]=[CH:15][CH:14]=1)[C:9]1[N:10]=[C:6]([CH3:5])[O:7][C:8]=1[CH3:19])=[N+:2]=[N-:3]. (4) The reactants are [Br:1][C:2]1[CH:3]=[C:4]([S:9][C:10]2[CH:15]=[CH:14][CH:13]=[CH:12][CH:11]=2)[C:5]([NH2:8])=[N:6][CH:7]=1.[C:16]([N:24]=[C:25]=[S:26])(=[O:23])[C:17]1[CH:22]=[CH:21][CH:20]=[CH:19][CH:18]=1. The catalyst is C1COCC1. The product is [C:16]([NH:24][C:25]([NH:8][C:5]1[C:4]([S:9][C:10]2[CH:15]=[CH:14][CH:13]=[CH:12][CH:11]=2)=[CH:3][C:2]([Br:1])=[CH:7][N:6]=1)=[S:26])(=[O:23])[C:17]1[CH:22]=[CH:21][CH:20]=[CH:19][CH:18]=1. The yield is 0.957. (5) The reactants are [F:1][C:2]1[CH:11]=[C:10]([NH:12][S:13]([C:16]2[CH:21]=[CH:20][C:19]([C:22]3[CH:23]=[N:24][C:25]([CH:28]4[CH2:33][CH2:32][O:31][CH2:30][CH2:29]4)=[N:26][CH:27]=3)=[CH:18][CH:17]=2)(=[O:15])=[O:14])[C:9]([F:34])=[CH:8][C:3]=1[C:4]([O:6]C)=[O:5].[OH-].[Li+].Cl. The catalyst is CO. The product is [F:1][C:2]1[CH:11]=[C:10]([NH:12][S:13]([C:16]2[CH:21]=[CH:20][C:19]([C:22]3[CH:23]=[N:24][C:25]([CH:28]4[CH2:33][CH2:32][O:31][CH2:30][CH2:29]4)=[N:26][CH:27]=3)=[CH:18][CH:17]=2)(=[O:15])=[O:14])[C:9]([F:34])=[CH:8][C:3]=1[C:4]([OH:6])=[O:5]. The yield is 0.880. (6) The reactants are [NH2:1][C:2]1[C:7]([F:8])=[CH:6][N:5]=[C:4]([OH:9])[N:3]=1.CO[CH:12](OC)[N:13]([CH3:15])[CH3:14]. The catalyst is CN(C=O)C.CCOCC. The product is [F:8][C:7]1[C:2](/[N:1]=[CH:12]/[N:13]([CH3:15])[CH3:14])=[N:3][C:4](=[O:9])[NH:5][CH:6]=1. The yield is 0.920.